This data is from Forward reaction prediction with 1.9M reactions from USPTO patents (1976-2016). The task is: Predict the product of the given reaction. Given the reactants Cl.[CH3:2][C@@H:3]1[CH2:8][CH2:7][NH:6][CH2:5][C@@H:4]1[C:9]1[N:13]2[C:14]3[CH:20]=[CH:19][NH:18][C:15]=3[N:16]=[CH:17][C:12]2=[CH:11][N:10]=1.[N:21]1([C:27](Cl)=[O:28])[CH2:26][CH2:25][CH2:24][CH2:23][CH2:22]1, predict the reaction product. The product is: [C:9]1([C@@H:4]2[C@H:3]([CH3:2])[CH2:8][CH2:7][N:6]([C:27]([N:21]3[CH2:26][CH2:25][CH2:24][CH2:23][CH2:22]3)=[O:28])[CH2:5]2)[N:13]2[C:14]3[CH:20]=[CH:19][NH:18][C:15]=3[N:16]=[CH:17][C:12]2=[CH:11][N:10]=1.